This data is from Reaction yield outcomes from USPTO patents with 853,638 reactions. The task is: Predict the reaction yield, written as a fraction of the theoretical maximum amount of product (1.0 means a 100% yield; for example, 0.34 means a 34% yield). (1) The reactants are [C:1]([O:5][C:6]([NH:8][C@H:9]([CH3:13])[C:10](O)=[O:11])=[O:7])([CH3:4])([CH3:3])[CH3:2].C1CC[CH:17]([N:20]=[C:21]=NC2CCCCC2)CC1.CNC. The catalyst is C(Cl)Cl. The product is [C:1]([O:5][C:6](=[O:7])[NH:8][C@@H:9]([C:10](=[O:11])[N:20]([CH3:21])[CH3:17])[CH3:13])([CH3:4])([CH3:3])[CH3:2]. The yield is 0.760. (2) The reactants are [NH2:1][CH:2]([CH:7]([C:9]1[C:17]2[C:12](=[CH:13][CH:14]=[CH:15][CH:16]=2)[NH:11][CH:10]=1)[CH3:8])[C:3]([O:5][CH3:6])=[O:4].[C:18]([N:26]1[CH2:31][CH2:30][CH:29]([C:32](O)=[O:33])[CH2:28][CH2:27]1)(=[O:25])[C:19]1[CH:24]=[CH:23][CH:22]=[CH:21][CH:20]=1.CCN=C=NCCCN(C)C.C1C=CC2N(O)N=NC=2C=1.C(=O)([O-])[O-].[Na+].[Na+]. The catalyst is O1CCCC1.C(OCC)(=O)C. The product is [C:18]([N:26]1[CH2:31][CH2:30][CH:29]([C:32]([NH:1][CH:2]([CH:7]([C:9]2[C:17]3[C:12](=[CH:13][CH:14]=[CH:15][CH:16]=3)[NH:11][CH:10]=2)[CH3:8])[C:3]([O:5][CH3:6])=[O:4])=[O:33])[CH2:28][CH2:27]1)(=[O:25])[C:19]1[CH:20]=[CH:21][CH:22]=[CH:23][CH:24]=1. The yield is 0.880. (3) The reactants are [I:1][C:2]1[CH:7]=[CH:6][N:5]=[C:4]2[NH:8][N:9]=[C:10]([C:11]([F:14])([F:13])[F:12])[C:3]=12.C(=O)([O-])[O-:16].[Cs+].[Cs+].[Cl:21][C:22]1[CH:23]=[C:24]([CH:27]=[CH:28][C:29]=1F)[C:25]#[N:26].C(OCC)(=O)C. The product is [Cl:21][C:22]1[CH:23]=[C:24]([CH:27]=[CH:28][C:29]=1[N:8]1[C:4]2=[N:5][CH:6]=[CH:7][C:2]([I:1])=[C:3]2[C:10]([C:11]([F:14])([F:12])[F:13])=[N:9]1)[C:25]([NH2:26])=[O:16]. The catalyst is C(#N)C. The yield is 0.660.